Dataset: Forward reaction prediction with 1.9M reactions from USPTO patents (1976-2016). Task: Predict the product of the given reaction. (1) Given the reactants C([O:4][C:5]1[CH:10]=[CH:9][C:8]([C:11]2[N:12]=[C:13]([CH2:21][C:22]3[CH:27]=[CH:26][CH:25]=[CH:24][CH:23]=3)[C:14]([NH:17][C:18](=[O:20])[CH3:19])=[N:15][CH:16]=2)=[CH:7][CH:6]=1)(=O)C.[OH-].[Na+].Cl, predict the reaction product. The product is: [C:18]([NH:17][C:14]1[C:13]([CH2:21][C:22]2[CH:27]=[CH:26][CH:25]=[CH:24][CH:23]=2)=[N:12][C:11]([C:8]2[CH:7]=[CH:6][C:5]([OH:4])=[CH:10][CH:9]=2)=[CH:16][N:15]=1)(=[O:20])[CH3:19]. (2) Given the reactants [CH3:1][C:2]1[NH:6][N:5]=[C:4]([O:7][C:8]2[CH:13]=[CH:12][C:11]([N+:14]([O-:16])=[O:15])=[C:10]([O:17][CH3:18])[CH:9]=2)[CH:3]=1.[CH2:19]([N:21]=[C:22]=[O:23])[CH3:20], predict the reaction product. The product is: [CH2:19]([NH:21][C:22]([N:6]1[C:2]([CH3:1])=[CH:3][C:4]([O:7][C:8]2[CH:13]=[CH:12][C:11]([N+:14]([O-:16])=[O:15])=[C:10]([O:17][CH3:18])[CH:9]=2)=[N:5]1)=[O:23])[CH3:20]. (3) Given the reactants Cl[C:2]1[C:11]2=[N:12][N:13](CC3C=CC(OC)=CC=3)[CH:14]=[C:10]2[C:9]2[CH:8]=[CH:7][C:6]([O:24][CH3:25])=[CH:5][C:4]=2[N:3]=1.[NH:26]1[C:30]2[CH:31]=[CH:32][C:33]([NH2:35])=[CH:34][C:29]=2[N:28]=[CH:27]1.Cl, predict the reaction product. The product is: [NH:26]1[C:30]2[CH:31]=[CH:32][C:33]([NH:35][C:2]3[C:11]4=[N:12][NH:13][CH:14]=[C:10]4[C:9]4[CH:8]=[CH:7][C:6]([O:24][CH3:25])=[CH:5][C:4]=4[N:3]=3)=[CH:34][C:29]=2[N:28]=[CH:27]1. (4) Given the reactants [CH:1]1([NH:4][C:5]([NH:7][C:8]2[CH:13]=[CH:12][C:11]([C:14]3[N:19]=[C:18]([C:20]([OH:22])=O)[CH:17]=[C:16]([N:23]4[CH2:28][CH2:27][O:26][CH2:25][C@@H:24]4[CH3:29])[N:15]=3)=[CH:10][CH:9]=2)=[O:6])[CH2:3][CH2:2]1.[CH3:30][C@H:31]1[CH2:36][O:35][CH2:34][CH2:33][NH:32]1.CCN(C(C)C)C(C)C.CN(C(ON1N=NC2C=CC=NC1=2)=[N+](C)C)C.F[P-](F)(F)(F)(F)F, predict the reaction product. The product is: [CH:1]1([NH:4][C:5](=[O:6])[NH:7][C:8]2[CH:13]=[CH:12][C:11]([C:14]3[N:19]=[C:18]([C:20]([N:32]4[CH2:33][CH2:34][O:35][CH2:36][C@@H:31]4[CH3:30])=[O:22])[CH:17]=[C:16]([N:23]4[CH2:28][CH2:27][O:26][CH2:25][C@@H:24]4[CH3:29])[N:15]=3)=[CH:10][CH:9]=2)[CH2:2][CH2:3]1. (5) Given the reactants [CH2:1]([OH:4])[CH2:2][OH:3].C1(C)C=CC(S(O)(=O)=O)=CC=1.[CH3:16][CH:17]([C:19]1[CH:24]=[CH:23][CH:22]=[C:21]([CH:25]([CH2:27][CH:28]=O)[CH3:26])[CH:20]=1)[CH3:18], predict the reaction product. The product is: [CH:17]([C:19]1[CH:20]=[C:21]([CH:25]([CH3:26])[CH2:27][CH:28]2[O:4][CH2:1][CH2:2][O:3]2)[CH:22]=[CH:23][CH:24]=1)([CH3:18])[CH3:16].